This data is from Forward reaction prediction with 1.9M reactions from USPTO patents (1976-2016). The task is: Predict the product of the given reaction. (1) Given the reactants [Cl:1][C:2]1[CH:60]=[CH:59][C:5]([O:6][C:7]2[CH:12]=[CH:11][C:10]([N:13]3[C@@H:17]([C:18]4[CH:23]=[CH:22][CH:21]=[C:20]([O:24][CH2:25][CH2:26][O:27]C5CCCCO5)[CH:19]=4)[CH2:16][N:15]([CH2:34][CH2:35][S:36]([N:39](CC4C=CC(OC)=CC=4)CC4C=CC(OC)=CC=4)(=[O:38])=[O:37])[C:14]3=[O:58])=[CH:9][CH:8]=2)=[CH:4][CH:3]=1.[OH-].[Na+].O, predict the reaction product. The product is: [Cl:1][C:2]1[CH:3]=[CH:4][C:5]([O:6][C:7]2[CH:12]=[CH:11][C:10]([N:13]3[C@@H:17]([C:18]4[CH:23]=[CH:22][CH:21]=[C:20]([O:24][CH2:25][CH2:26][OH:27])[CH:19]=4)[CH2:16][N:15]([CH2:34][CH2:35][S:36]([NH2:39])(=[O:37])=[O:38])[C:14]3=[O:58])=[CH:9][CH:8]=2)=[CH:59][CH:60]=1. (2) Given the reactants [C:1]([C:4]1[C:5](=[O:22])[N:6]([CH2:18][CH:19]([CH3:21])[CH3:20])[N:7]=[C:8]([C:10]2[CH:15]=[CH:14][C:13]([CH3:16])=[C:12](F)[CH:11]=2)[CH:9]=1)([OH:3])=[O:2].C(N1C(=O)C(C(OC)=O)=CC(C2C=CC(C)=CC=2)=N1)C(C)C, predict the reaction product. The product is: [C:1]([C:4]1[C:5](=[O:22])[N:6]([CH2:18][CH:19]([CH3:20])[CH3:21])[N:7]=[C:8]([C:10]2[CH:15]=[CH:14][C:13]([CH3:16])=[CH:12][CH:11]=2)[CH:9]=1)([OH:3])=[O:2]. (3) Given the reactants IC1C=CC(C2NC([C@@H](N3C(=O)[C@@H](CCC(O)=O)NC3=O)C(C)C)=NC=2)=CC=1.[Cl:29][C:30]1[CH:35]=[C:34]([I:36])[CH:33]=[CH:32][C:31]=1I.C(O[C:43](=[O:66])[NH:44][C@H:45]([C:54]1[NH:55][C:56](C2C=CC=CC=2F)=[CH:57][N:58]=1)[C@H:46]([C:48]1[CH:53]=[CH:52][CH:51]=[CH:50][CH:49]=1)[CH3:47])(C)(C)C.ClN1C(=O)CCC1=O.C([O:79][C:80]([NH:82][C@H:83]([C:87]1[CH:92]=[CH:91][C:90]([O:93][CH2:94][C:95](=[O:99])N(C)C)=[CH:89][CH:88]=1)C(O)=O)=O)(C)(C)C.N[C@H](C1C=CC(OCCO)=CC=1)C(N[C@H](C1NC(C2C=CC(I)=CC=2Cl)=CN=1)[C@H](C1C=CC=CC=1)C)=O, predict the reaction product. The product is: [Cl:29][C:30]1[CH:35]=[C:34]([I:36])[CH:33]=[CH:32][C:31]=1[C:57]1[NH:58][C:54]([C@@H:45]([N:44]2[C:43](=[O:66])[C@@H:83]([C:87]3[CH:88]=[CH:89][C:90]([O:93][CH2:94][CH2:95][OH:99])=[CH:91][CH:92]=3)[NH:82][C:80]2=[O:79])[C@H:46]([C:48]2[CH:49]=[CH:50][CH:51]=[CH:52][CH:53]=2)[CH3:47])=[N:55][CH:56]=1. (4) Given the reactants [CH3:1][NH:2][CH2:3][CH2:4][CH2:5][CH2:6][CH2:7][CH2:8][CH2:9][CH2:10][CH2:11][N:12]1[CH2:17][CH2:16][CH:15]([O:18][C:19](=[O:33])[NH:20][C:21]2[CH:26]=[CH:25][CH:24]=[CH:23][C:22]=2[C:27]2[CH:32]=[CH:31][CH:30]=[CH:29][CH:28]=2)[CH2:14][CH2:13]1.C1(N)C(F)=C(F)C(F)=C(N)C=1F.Cl.Cl.[Cl:48][C:49]1[CH:50]=[C:51]([CH:54]=[CH:55][C:56]=1[OH:57])[CH:52]=O, predict the reaction product. The product is: [Cl:48][C:49]1[CH:50]=[C:51]([CH:54]=[CH:55][C:56]=1[OH:57])[CH2:52][N:2]([CH3:1])[CH2:3][CH2:4][CH2:5][CH2:6][CH2:7][CH2:8][CH2:9][CH2:10][CH2:11][N:12]1[CH2:13][CH2:14][CH:15]([O:18][C:19](=[O:33])[NH:20][C:21]2[CH:26]=[CH:25][CH:24]=[CH:23][C:22]=2[C:27]2[CH:28]=[CH:29][CH:30]=[CH:31][CH:32]=2)[CH2:16][CH2:17]1. (5) The product is: [CH3:1][O:2][C:3]1[CH:8]=[CH:7][CH:6]=[CH:5][C:4]=1[C:9]1[CH:10]=[CH:11][C:12]([C:15]([N:17]2[C:23]3[CH:24]=[CH:25][CH:26]=[CH:27][C:22]=3[CH2:21][N:20]3[C:28]([C:40](=[O:41])[CH2:39][CH2:38][C:34]4[CH:33]=[N:32][CH:37]=[CH:36][CH:35]=4)=[CH:29][CH:30]=[C:19]3[CH2:18]2)=[O:16])=[CH:13][CH:14]=1. Given the reactants [CH3:1][O:2][C:3]1[CH:8]=[CH:7][CH:6]=[CH:5][C:4]=1[C:9]1[CH:14]=[CH:13][C:12]([C:15]([N:17]2[C:23]3[CH:24]=[CH:25][CH:26]=[CH:27][C:22]=3[CH2:21][N:20]3[CH:28]=[CH:29][CH:30]=[C:19]3[CH2:18]2)=[O:16])=[CH:11][CH:10]=1.Cl.[N:32]1[CH:37]=[CH:36][CH:35]=[C:34]([CH2:38][CH2:39][C:40](Cl)=[O:41])[CH:33]=1.N1C(C)=CC=CC=1C.CN1CCCC1=O, predict the reaction product. (6) Given the reactants [CH3:1][O:2][C:3]1[CH:15]=[C:14]([O:16][CH3:17])[CH:13]=[CH:12][C:4]=1[CH2:5][NH:6][C:7]1[S:8][CH:9]=[N:10][N:11]=1.C[Si]([N-][Si](C)(C)C)(C)C.[Li+].[Cl:28][C:29]1[C:30]([F:40])=[CH:31][C:32]([F:39])=[C:33]([S:35](Cl)(=[O:37])=[O:36])[CH:34]=1.[Cl-].[NH4+], predict the reaction product. The product is: [Cl:28][C:29]1[C:30]([F:40])=[CH:31][C:32]([F:39])=[C:33]([S:35]([N:6]([CH2:5][C:4]2[CH:12]=[CH:13][C:14]([O:16][CH3:17])=[CH:15][C:3]=2[O:2][CH3:1])[C:7]2[S:8][CH:9]=[N:10][N:11]=2)(=[O:37])=[O:36])[CH:34]=1.